Dataset: Forward reaction prediction with 1.9M reactions from USPTO patents (1976-2016). Task: Predict the product of the given reaction. (1) Given the reactants [CH3:1][O:2][C:3]([C:5]1[S:9][C:8]2[CH:10]=[C:11]([C:14]([O:16]C(C)(C)C)=[O:15])[CH:12]=[CH:13][C:7]=2[C:6]=1[O:21][CH2:22][C:23]([O:25][CH3:26])=[O:24])=[O:4].FC(F)(F)C(O)=O, predict the reaction product. The product is: [CH3:1][O:2][C:3]([C:5]1[S:9][C:8]2[CH:10]=[C:11]([C:14]([OH:16])=[O:15])[CH:12]=[CH:13][C:7]=2[C:6]=1[O:21][CH2:22][C:23]([O:25][CH3:26])=[O:24])=[O:4]. (2) Given the reactants [CH2:1]([C:4]1[C:11]([OH:12])=[CH:10][CH:9]=[CH:8][C:5]=1[CH2:6][OH:7])[CH:2]=[CH2:3].[CH3:13]C(OI1(OC(C)=O)(OC(C)=O)OC(=O)C2C=CC=CC1=2)=O.S([O-])([O-])(=O)=S.[Na+].[Na+], predict the reaction product. The product is: [CH2:1]([C:4]1[C:11]([O:12][CH3:13])=[CH:10][CH:9]=[CH:8][C:5]=1[CH2:6][OH:7])[CH:2]=[CH2:3].[CH2:1]([C:4]1[C:11]([O:12][CH3:13])=[CH:10][CH:9]=[CH:8][C:5]=1[CH:6]=[O:7])[CH:2]=[CH2:3].